From a dataset of Catalyst prediction with 721,799 reactions and 888 catalyst types from USPTO. Predict which catalyst facilitates the given reaction. (1) Reactant: S(=O)(=O)(O)O.[N+:6]([O-:9])(O)=[O:7].[C:10]1([C@H:16]2[CH2:21][CH2:20][C@H:19]([C:22]([OH:24])=[O:23])[CH2:18][CH2:17]2)[CH:15]=[CH:14][CH:13]=[CH:12][CH:11]=1. Product: [N+:6]([C:13]1[CH:14]=[CH:15][C:10]([C@H:16]2[CH2:17][CH2:18][C@H:19]([C:22]([OH:24])=[O:23])[CH2:20][CH2:21]2)=[CH:11][CH:12]=1)([O-:9])=[O:7]. The catalyst class is: 641. (2) Reactant: FC(F)(F)C(O)=O.C(OC([N:15]1[CH2:20][C:19](=[O:21])[N:18]([C:22]2[CH:27]=[CH:26][CH:25]=[CH:24][C:23]=2[CH3:28])[CH2:17][C:16]1([CH3:30])[CH3:29])=O)(C)(C)C. Product: [CH3:29][C:16]1([CH3:30])[CH2:17][N:18]([C:22]2[CH:27]=[CH:26][CH:25]=[CH:24][C:23]=2[CH3:28])[C:19](=[O:21])[CH2:20][NH:15]1. The catalyst class is: 2. (3) Reactant: [CH3:1][C:2]([C:4]1[CH:9]=[CH:8][C:7]([O:10][CH3:11])=[CH:6][C:5]=1F)=O.[NH2:13][NH2:14]. Product: [CH3:11][O:10][C:7]1[CH:6]=[C:5]2[C:4]([C:2]([CH3:1])=[N:13][NH:14]2)=[CH:9][CH:8]=1. The catalyst class is: 6. (4) Reactant: [NH2:1][C:2](=[O:18])[C@H:3]([NH:10]C(=O)OC(C)(C)C)[C:4]1[CH:9]=[CH:8][CH:7]=[CH:6][CH:5]=1.[ClH:19]. Product: [ClH:19].[NH2:10][C@H:3]([C:4]1[CH:9]=[CH:8][CH:7]=[CH:6][CH:5]=1)[C:2]([NH2:1])=[O:18]. The catalyst class is: 12. (5) Reactant: C([N:8]1[CH:13]2[CH2:14][CH2:15][CH2:16][CH:9]1[CH2:10][CH:11]([OH:17])[CH2:12]2)C1C=CC=CC=1.[C:18](O)(=[O:20])[CH3:19].[H][H]. Product: [C:18]([O:17][CH:11]1[CH2:12][CH:13]2[NH:8][CH:9]([CH2:16][CH2:15][CH2:14]2)[CH2:10]1)(=[O:20])[CH3:19]. The catalyst class is: 45. (6) Reactant: [CH3:1][O:2][C:3]1[CH:4]=[C:5]([C:9]2[C:17]3[C:12](=[N:13][CH:14]=[N:15][C:16]=3[NH2:18])[NH:11][N:10]=2)[CH:6]=[CH:7][CH:8]=1.CC(C)([O-])C.[K+].Br[CH2:26][C:27]1[N:28]([C:39]2[CH:44]=[CH:43][CH:42]=[CH:41][C:40]=2[CH3:45])[C:29](=[O:38])[C:30]2[C:35]([CH:36]=1)=[CH:34][CH:33]=[CH:32][C:31]=2[CH3:37]. Product: [NH2:18][C:16]1[N:15]=[CH:14][N:13]=[C:12]2[N:11]([CH2:26][C:27]3[N:28]([C:39]4[CH:44]=[CH:43][CH:42]=[CH:41][C:40]=4[CH3:45])[C:29](=[O:38])[C:30]4[C:35]([CH:36]=3)=[CH:34][CH:33]=[CH:32][C:31]=4[CH3:37])[N:10]=[C:9]([C:5]3[CH:6]=[CH:7][CH:8]=[C:3]([O:2][CH3:1])[CH:4]=3)[C:17]=12. The catalyst class is: 3.